From a dataset of Full USPTO retrosynthesis dataset with 1.9M reactions from patents (1976-2016). Predict the reactants needed to synthesize the given product. (1) Given the product [F:15][C:5]1[CH:4]=[C:3]([C:1]#[C:2][C:17]2[CH:22]=[CH:21][CH:20]=[CH:19][C:18]=2[CH3:23])[CH:8]=[CH:7][C:6]=1[CH2:9][CH2:10][C:11]([O:13][CH3:14])=[O:12], predict the reactants needed to synthesize it. The reactants are: [C:1]([C:3]1[CH:8]=[CH:7][C:6]([CH2:9][CH2:10][C:11]([O:13][CH3:14])=[O:12])=[C:5]([F:15])[CH:4]=1)#[CH:2].Br[C:17]1[CH:22]=[CH:21][CH:20]=[CH:19][C:18]=1[CH3:23]. (2) Given the product [C:16]([O:15][C:13]([N:8]1[CH2:9][C@@H:10]([CH3:12])[CH2:11][C@H:7]1[C:5]1[NH:4][CH:3]=[C:2]([C:22]#[C:23][C:24]2[CH:29]=[CH:28][C:27]([C:30]#[C:31][C:45]3[N:46]=[C:41]([C@@H:40]4[CH2:39][C@H:38]([CH3:48])[CH2:7][N:8]4[C:13]([O:15][C:16]([CH3:19])([CH3:18])[CH3:17])=[O:14])[NH:42][CH:44]=3)=[CH:26][CH:25]=2)[N:6]=1)=[O:14])([CH3:19])([CH3:18])[CH3:17], predict the reactants needed to synthesize it. The reactants are: I[C:2]1[NH:6][C:5]([C@@H:7]2[CH2:11][C@H:10]([CH3:12])[CH2:9][N:8]2[C:13]([O:15][C:16]([CH3:19])([CH3:18])[CH3:17])=[O:14])=[N:4][CH:3]=1.C[Si](C)(C)[C:22]#[C:23][C:24]1[CH:29]=[CH:28][C:27]([C:30]#[C:31][Si](C)(C)C)=[CH:26][CH:25]=1.[CH2:38]1[CH2:48]C[N:46]2[C:41](=[N:42]C[CH2:44][CH2:45]2)[CH2:40][CH2:39]1.N#N. (3) Given the product [O:10]=[S:9]1(=[O:11])[NH:5][CH2:4][CH2:3][N:14]1[C:15]1[CH:16]=[CH:17][C:18]([C:19]([O:21][CH2:22][CH3:23])=[O:20])=[CH:24][CH:25]=1, predict the reactants needed to synthesize it. The reactants are: Cl.Cl[CH2:3][CH2:4][NH2:5].C(#N)C.[S:9](Cl)(Cl)(=[O:11])=[O:10].[NH2:14][C:15]1[CH:25]=[CH:24][C:18]([C:19]([O:21][CH2:22][CH3:23])=[O:20])=[CH:17][CH:16]=1. (4) Given the product [CH2:27]([C:2]1[CH:11]=[CH:10][CH:9]=[C:8]2[C:3]=1[CH:4]=[CH:5][C:6]([C:12]1[C:17]3[O:18][C:19]4[C:24]([C:16]=3[CH:15]=[C:14]([CH3:26])[CH:13]=1)=[CH:23][CH:22]=[C:21]([CH3:25])[N:20]=4)=[N:7]2)[CH:28]([CH3:30])[CH3:29], predict the reactants needed to synthesize it. The reactants are: Cl[C:2]1[CH:11]=[CH:10][CH:9]=[C:8]2[C:3]=1[CH:4]=[CH:5][C:6]([C:12]1[C:17]3[O:18][C:19]4[C:24]([C:16]=3[CH:15]=[C:14]([CH3:26])[CH:13]=1)=[CH:23][CH:22]=[C:21]([CH3:25])[N:20]=4)=[N:7]2.[CH2:27](B(O)O)[CH:28]([CH3:30])[CH3:29].[O-]P([O-])([O-])=O.[K+].[K+].[K+]. (5) Given the product [CH2:2]([S:9][C:10]1[NH:11][C:20]([C:17]2[CH:18]=[CH:19][C:14]([F:13])=[CH:15][CH:16]=2)=[C:21]([C:23]2[CH:24]=[CH:25][C:26]([S:29]([CH3:32])(=[O:31])=[O:30])=[CH:27][CH:28]=2)[N:12]=1)[C:3]1[CH:8]=[CH:7][CH:6]=[CH:5][CH:4]=1, predict the reactants needed to synthesize it. The reactants are: Cl.[CH2:2]([S:9][C:10](=[NH:12])[NH2:11])[C:3]1[CH:8]=[CH:7][CH:6]=[CH:5][CH:4]=1.[F:13][C:14]1[CH:19]=[CH:18][C:17]([C:20](=O)[CH:21]([C:23]2[CH:28]=[CH:27][C:26]([S:29]([CH3:32])(=[O:31])=[O:30])=[CH:25][CH:24]=2)Br)=[CH:16][CH:15]=1.C([O-])(O)=O.[Na+]. (6) The reactants are: [C:1]([C:3]1[CH:8]=[CH:7][C:6]([CH:9]2[CH2:14][CH2:13][N:12]([C:15]([C:17]3[C:18]([CH2:28][CH3:29])=[CH:19][C:20]([CH3:27])=[C:21]([CH:26]=3)[C:22]([O:24]C)=O)=[O:16])[CH2:11][CH2:10]2)=[CH:5][CH:4]=1)#[N:2].[NH2:30][NH2:31]. Given the product [C:1]([C:3]1[CH:4]=[CH:5][C:6]([CH:9]2[CH2:10][CH2:11][N:12]([C:15]([C:17]3[C:18]([CH2:28][CH3:29])=[CH:19][C:20]([CH3:27])=[C:21]([CH:26]=3)[C:22]([NH:30][NH2:31])=[O:24])=[O:16])[CH2:13][CH2:14]2)=[CH:7][CH:8]=1)#[N:2], predict the reactants needed to synthesize it. (7) The reactants are: CC(C)([O-])C.[Na+].Br[C:8]1[CH:13]=[CH:12][CH:11]=[CH:10][CH:9]=1.[F:14][C:15]([F:51])([F:50])[C:16]1[CH:17]=[C:18]([C@H:26]([O:28][C@@H:29]2[C@@H:34]([C:35]3[CH:40]=[CH:39][C:38]([F:41])=[CH:37][CH:36]=3)[C@H:33]([CH2:42][N:43]3[CH2:48][CH2:47][NH:46][CH2:45][C:44]3=[O:49])[CH2:32][CH2:31][O:30]2)[CH3:27])[CH:19]=[C:20]([C:22]([F:25])([F:24])[F:23])[CH:21]=1. Given the product [F:25][C:22]([F:23])([F:24])[C:20]1[CH:19]=[C:18]([C@H:26]([O:28][C@@H:29]2[C@@H:34]([C:35]3[CH:36]=[CH:37][C:38]([F:41])=[CH:39][CH:40]=3)[C@H:33]([CH2:42][N:43]3[CH2:48][CH2:47][N:46]([C:8]4[CH:13]=[CH:12][CH:11]=[CH:10][CH:9]=4)[CH2:45][C:44]3=[O:49])[CH2:32][CH2:31][O:30]2)[CH3:27])[CH:17]=[C:16]([C:15]([F:14])([F:50])[F:51])[CH:21]=1, predict the reactants needed to synthesize it.